This data is from Full USPTO retrosynthesis dataset with 1.9M reactions from patents (1976-2016). The task is: Predict the reactants needed to synthesize the given product. (1) Given the product [CH3:24][N:21]1[CH2:22][CH2:23][N:18]([C@H:15]2[CH2:16][CH2:17][C@H:12]([N:4]3[C:5]4=[N:6][CH:7]=[N:8][C:9]([NH2:11])=[C:10]4[C:2]([C:35]4[CH:34]=[N:33][C:32]([O:25][C:26]5[CH:27]=[CH:28][CH:29]=[CH:30][CH:31]=5)=[N:37][CH:36]=4)=[N:3]3)[CH2:13][CH2:14]2)[CH2:19][CH2:20]1, predict the reactants needed to synthesize it. The reactants are: I[C:2]1[C:10]2[C:5](=[N:6][CH:7]=[N:8][C:9]=2[NH2:11])[N:4]([C@H:12]2[CH2:17][CH2:16][C@H:15]([N:18]3[CH2:23][CH2:22][N:21]([CH3:24])[CH2:20][CH2:19]3)[CH2:14][CH2:13]2)[N:3]=1.[O:25]([C:32]1[N:37]=[CH:36][C:35](B2OC(C)(C)C(C)(C)O2)=[CH:34][N:33]=1)[C:26]1[CH:31]=[CH:30][CH:29]=[CH:28][CH:27]=1.C(=O)([O-])[O-].[Na+].[Na+]. (2) Given the product [CH3:8][Si:7]([CH3:10])([CH3:9])[C:5]1[S:4][C:3]2[C:11]3[S:12][C:13]([Si:17]([CH3:20])([CH3:19])[CH3:18])=[CH:14][C:15]=3[C:26](=[O:32])[C:27](=[O:28])[C:2]=2[CH:6]=1, predict the reactants needed to synthesize it. The reactants are: Br[C:2]1[CH:6]=[C:5]([Si:7]([CH3:10])([CH3:9])[CH3:8])[S:4][C:3]=1[C:11]1[S:12][C:13]([Si:17]([CH3:20])([CH3:19])[CH3:18])=[CH:14][C:15]=1Br.C([Li])CCC.[C:26](OCC)(=[O:32])[C:27](OCC)=[O:28].[NH4+].[Cl-]. (3) Given the product [F:1][C:2]1[CH:10]=[C:9]2[C:5]([C:6]([C:20]3[CH:28]=[CH:27][C:23]4[N:24]=[C:25]([CH2:34][NH:31][S:37]([CH3:36])(=[O:39])=[O:38])[NH:26][C:22]=4[CH:21]=3)=[CH:7][NH:8]2)=[CH:4][CH:3]=1, predict the reactants needed to synthesize it. The reactants are: [F:1][C:2]1[CH:10]=[C:9]2[C:5]([C:6]([C:20]3[CH:28]=[CH:27][C:23]4[NH:24][CH:25]=[N:26][C:22]=4[CH:21]=3)=[CH:7][N:8]2S(C2C=CC=CC=2)(=O)=O)=[CH:4][CH:3]=1.CC[N:31]([CH2:34]C)CC.[CH3:36][S:37](Cl)(=[O:39])=[O:38]. (4) Given the product [C:3]([O:7][C:8]([N:10]([C@H:11]1[CH2:15][CH2:14][N:13]([S:16]([C:19]2[CH:20]=[C:21]3[C:26](=[CH:27][CH:28]=2)[CH:25]=[N:24][CH:23]=[CH:22]3)(=[O:18])=[O:17])[CH2:12]1)[CH3:29])=[O:9])([CH3:6])([CH3:4])[CH3:5], predict the reactants needed to synthesize it. The reactants are: [H-].[Na+].[C:3]([O:7][C:8]([NH:10][C@H:11]1[CH2:15][CH2:14][N:13]([S:16]([C:19]2[CH:20]=[C:21]3[C:26](=[CH:27][CH:28]=2)[CH:25]=[N:24][CH:23]=[CH:22]3)(=[O:18])=[O:17])[CH2:12]1)=[O:9])([CH3:6])([CH3:5])[CH3:4].[CH3:29]I. (5) Given the product [C:13]1([C:11](=[O:12])[CH2:10][CH2:9][C:8]([C:5]2[CH:6]=[CH:7][C:2]([N:20]3[CH2:25][CH2:24][CH2:23][CH2:22][CH2:21]3)=[CH:3][CH:4]=2)=[O:19])[CH:18]=[CH:17][CH:16]=[CH:15][CH:14]=1, predict the reactants needed to synthesize it. The reactants are: F[C:2]1[CH:7]=[CH:6][C:5]([C:8](=[O:19])[CH2:9][CH2:10][C:11]([C:13]2[CH:18]=[CH:17][CH:16]=[CH:15][CH:14]=2)=[O:12])=[CH:4][CH:3]=1.[NH:20]1[CH2:25][CH2:24][CH2:23][CH2:22][CH2:21]1.O. (6) Given the product [CH3:26][C:3]1([CH2:2][OH:1])[C:11]2[CH:10]=[N:9][C:8]([NH:12][CH:13]3[CH2:18][CH2:17][O:16][CH2:15][CH2:14]3)=[N:7][C:6]=2[CH2:5][NH:4]1, predict the reactants needed to synthesize it. The reactants are: [OH:1][CH2:2][C:3]1([CH3:26])[C:11]2[CH:10]=[N:9][C:8]([NH:12][CH:13]3[CH2:18][CH2:17][O:16][CH2:15][CH2:14]3)=[N:7][C:6]=2[CH2:5][N:4]1C(OC(C)(C)C)=O.Cl. (7) The reactants are: [Cl:1][C:2]1[CH:15]=[CH:14][C:5]([CH2:6][CH2:7][NH:8][C:9](=O)[O:10]CC)=[CH:4][C:3]=1[O:16][CH3:17].O=P12OP3(OP(OP(O3)(O1)=O)(=O)O2)=O. Given the product [Cl:1][C:2]1[CH:15]=[C:14]2[C:5]([CH2:6][CH2:7][NH:8][C:9]2=[O:10])=[CH:4][C:3]=1[O:16][CH3:17], predict the reactants needed to synthesize it.